Task: Predict which catalyst facilitates the given reaction.. Dataset: Catalyst prediction with 721,799 reactions and 888 catalyst types from USPTO (1) Reactant: [CH2:1]([C@H:8]1[O:12][C:11]([CH3:14])([CH3:13])[O:10][C@@H:9]1[CH2:15][C:16]1[CH:23]=[CH:22][C:19]([CH:20]=[O:21])=[CH:18][CH:17]=1)[CH2:2][CH2:3][CH2:4][CH2:5][CH2:6][CH3:7].[CH2:24]([Mg]Br)[CH3:25].[NH4+].[Cl-].CCOC(C)=O. Product: [CH2:1]([C@H:8]1[O:12][C:11]([CH3:13])([CH3:14])[O:10][C@@H:9]1[CH2:15][C:16]1[CH:23]=[CH:22][C:19]([CH:20]([OH:21])[CH2:24][CH3:25])=[CH:18][CH:17]=1)[CH2:2][CH2:3][CH2:4][CH2:5][CH2:6][CH3:7]. The catalyst class is: 1. (2) Reactant: [CH2:1]([N:3]([C:11]1[O:12][C:13]([CH2:16][N:17]2[CH2:22][CH2:21][CH:20]([C:23]3[CH:28]=[CH:27][CH:26]=[CH:25][CH:24]=3)[CH2:19][CH2:18]2)=[CH:14][N:15]=1)C(=O)OC(C)(C)C)[CH3:2].O1CCOCC1.Cl. Product: [CH2:1]([NH:3][C:11]1[O:12][C:13]([CH2:16][N:17]2[CH2:18][CH2:19][CH:20]([C:23]3[CH:28]=[CH:27][CH:26]=[CH:25][CH:24]=3)[CH2:21][CH2:22]2)=[CH:14][N:15]=1)[CH3:2]. The catalyst class is: 12. (3) Reactant: [NH:1]1[CH:5]=[CH:4][N:3]=[CH:2]1.Cl[C:7]1[S:8][CH:9]=[CH:10][C:11]=1[N+:12]([O-:14])=[O:13]. Product: [N+:12]([C:11]1[CH:10]=[CH:9][S:8][C:7]=1[N:1]1[CH:5]=[CH:4][N:3]=[CH:2]1)([O-:14])=[O:13]. The catalyst class is: 8. (4) Reactant: [CH3:1][O:2][CH2:3][N:4]1[C:9]2[CH:10]=[C:11]([CH2:14][N:15]3[C:19]([CH3:20])=[C:18]([C:21]([O:23]CC)=O)[N:17]=[CH:16]3)[CH:12]=[CH:13][C:8]=2[S:7][C:6]2[N:26]=[CH:27][CH:28]=[N:29][C:5]1=2.[NH3:30]. Product: [CH3:1][O:2][CH2:3][N:4]1[C:9]2[CH:10]=[C:11]([CH2:14][N:15]3[C:19]([CH3:20])=[C:18]([C:21]([NH2:30])=[O:23])[N:17]=[CH:16]3)[CH:12]=[CH:13][C:8]=2[S:7][C:6]2[N:26]=[CH:27][CH:28]=[N:29][C:5]1=2. The catalyst class is: 7. (5) The catalyst class is: 8. Reactant: [Cl:1][C:2]1[C:3]([O:12][C:13]2[CH:18]=[C:17]([O:19][CH2:20][CH2:21][O:22][Si:23]([CH:30]([CH3:32])[CH3:31])([CH:27]([CH3:29])[CH3:28])[CH:24]([CH3:26])[CH3:25])[CH:16]=[CH:15][C:14]=2/[CH:33]=[CH:34]/[C:35]([O:37]CC)=[O:36])=[N:4][CH:5]=[C:6]([C:8]([F:11])([F:10])[F:9])[CH:7]=1.[OH-].[Na+].O1CCCC1. Product: [Cl:1][C:2]1[C:3]([O:12][C:13]2[CH:18]=[C:17]([O:19][CH2:20][CH2:21][O:22][Si:23]([CH:27]([CH3:28])[CH3:29])([CH:30]([CH3:31])[CH3:32])[CH:24]([CH3:25])[CH3:26])[CH:16]=[CH:15][C:14]=2/[CH:33]=[CH:34]/[C:35]([OH:37])=[O:36])=[N:4][CH:5]=[C:6]([C:8]([F:10])([F:9])[F:11])[CH:7]=1. (6) Reactant: [C:1]([O:5][CH2:6][CH2:7][CH2:8][CH2:9][CH2:10][CH2:11][CH2:12][CH2:13][CH2:14][CH2:15][CH2:16][CH2:17][CH2:18][CH2:19][CH2:20][CH2:21][CH2:22][CH3:23])(=[O:4])[CH:2]=[CH2:3].[CH3:24][C:25]([C:27]([O:29][CH2:30][CH2:31][OH:32])=[O:28])=[CH2:26].CCC(N=NC(C#N)(CC)C)(C#N)C. Product: [C:1]([O:5][CH2:6][CH2:7][CH2:8][CH2:9][CH2:10][CH2:11][CH2:12][CH2:13][CH2:14][CH2:15][CH2:16][CH2:17][CH2:18][CH2:19][CH2:20][CH2:21][CH2:22][CH3:23])(=[O:4])[CH:2]=[CH2:3].[CH3:26][C:25]([C:27]([O:29][CH2:30][CH2:31][OH:32])=[O:28])=[CH2:24]. The catalyst class is: 13. (7) Reactant: [F:1][C:2]1[CH:3]=[CH:4][C:5]([N+:19]([O-:21])=[O:20])=[C:6]([CH:18]=1)[O:7][CH2:8][CH2:9][CH2:10][O:11]C1CCCCO1. Product: [F:1][C:2]1[CH:3]=[CH:4][C:5]([N+:19]([O-:21])=[O:20])=[C:6]([CH:18]=1)[O:7][CH2:8][CH2:9][CH2:10][OH:11]. The catalyst class is: 86.